From a dataset of NCI-60 drug combinations with 297,098 pairs across 59 cell lines. Regression. Given two drug SMILES strings and cell line genomic features, predict the synergy score measuring deviation from expected non-interaction effect. (1) Synergy scores: CSS=23.6, Synergy_ZIP=1.96, Synergy_Bliss=1.87, Synergy_Loewe=-17.4, Synergy_HSA=0.170. Cell line: OVCAR-8. Drug 2: C1CN1C2=NC(=NC(=N2)N3CC3)N4CC4. Drug 1: CN1C(=O)N2C=NC(=C2N=N1)C(=O)N. (2) Drug 1: CC1C(C(=O)NC(C(=O)N2CCCC2C(=O)N(CC(=O)N(C(C(=O)O1)C(C)C)C)C)C(C)C)NC(=O)C3=C4C(=C(C=C3)C)OC5=C(C(=O)C(=C(C5=N4)C(=O)NC6C(OC(=O)C(N(C(=O)CN(C(=O)C7CCCN7C(=O)C(NC6=O)C(C)C)C)C)C(C)C)C)N)C. Drug 2: CC12CCC3C(C1CCC2O)C(CC4=C3C=CC(=C4)O)CCCCCCCCCS(=O)CCCC(C(F)(F)F)(F)F. Cell line: RXF 393. Synergy scores: CSS=26.8, Synergy_ZIP=17.1, Synergy_Bliss=20.2, Synergy_Loewe=7.06, Synergy_HSA=18.4. (3) Drug 1: CN1CCC(CC1)COC2=C(C=C3C(=C2)N=CN=C3NC4=C(C=C(C=C4)Br)F)OC. Drug 2: CC(C1=C(C=CC(=C1Cl)F)Cl)OC2=C(N=CC(=C2)C3=CN(N=C3)C4CCNCC4)N. Cell line: SF-295. Synergy scores: CSS=21.2, Synergy_ZIP=-2.14, Synergy_Bliss=4.68, Synergy_Loewe=-11.1, Synergy_HSA=5.30.